This data is from Forward reaction prediction with 1.9M reactions from USPTO patents (1976-2016). The task is: Predict the product of the given reaction. (1) Given the reactants [C:1]([O:5][C@@H:6]([C:12]1[C:45]([CH3:46])=[CH:44][C:15]2[N:16]=[C:17]([C:19]3[CH:24]=[CH:23][N:22]=[C:21]([C:25]4[CH:26]=[C:27]5[C:32](=[CH:33][CH:34]=4)[N:31]=[C:30]([NH:35]C(C4CCCCC4)=O)[CH:29]=[CH:28]5)[CH:20]=3)[S:18][C:14]=2[C:13]=1[C:47]1[CH:52]=[CH:51][C:50]([Cl:53])=[CH:49][CH:48]=1)[C:7]([O:9]CC)=[O:8])([CH3:4])([CH3:3])[CH3:2].[OH-].[Na+], predict the reaction product. The product is: [NH2:35][C:30]1[CH:29]=[CH:28][C:27]2[C:32](=[CH:33][CH:34]=[C:25]([C:21]3[CH:20]=[C:19]([C:17]4[S:18][C:14]5[C:13]([C:47]6[CH:48]=[CH:49][C:50]([Cl:53])=[CH:51][CH:52]=6)=[C:12]([C@H:6]([O:5][C:1]([CH3:3])([CH3:2])[CH3:4])[C:7]([OH:9])=[O:8])[C:45]([CH3:46])=[CH:44][C:15]=5[N:16]=4)[CH:24]=[CH:23][N:22]=3)[CH:26]=2)[N:31]=1. (2) The product is: [Si:19]([O:17][CH2:16][C@H:15]([NH:14][C:4]1[C:5]([C:9]([N:11]([CH3:13])[CH3:12])=[O:10])=[C:6]([Cl:8])[N:7]=[C:2]([Cl:1])[N:3]=1)[OH:18])([C:22]([CH3:25])([CH3:24])[CH3:23])([CH3:21])[CH3:20]. Given the reactants [Cl:1][C:2]1[N:7]=[C:6]([Cl:8])[C:5]([C:9]([N:11]([CH3:13])[CH3:12])=[O:10])=[C:4]([NH:14][C@H:15]([OH:18])[CH2:16][OH:17])[N:3]=1.[Si:19](Cl)([C:22]([CH3:25])([CH3:24])[CH3:23])([CH3:21])[CH3:20].N1C=CN=C1, predict the reaction product. (3) Given the reactants C[O:2][C:3]1[CH:8]=[CH:7][C:6]([C:9]([F:12])([F:11])[F:10])=[CH:5][C:4]=1[NH:13][C:14]([NH:16][C:17]1[CH:22]=[CH:21][CH:20]=[CH:19][C:18]=1[C:23]([F:26])([F:25])[F:24])=[O:15].B(Br)(Br)Br.O, predict the reaction product. The product is: [OH:2][C:3]1[CH:8]=[CH:7][C:6]([C:9]([F:12])([F:11])[F:10])=[CH:5][C:4]=1[NH:13][C:14]([NH:16][C:17]1[CH:22]=[CH:21][CH:20]=[CH:19][C:18]=1[C:23]([F:24])([F:25])[F:26])=[O:15]. (4) Given the reactants [CH3:1][C:2]1([CH3:9])[C@@H:7]([OH:8])[C:5](=[O:6])[O:4][CH2:3]1.[H-].[Al+3].[Li+].[H-].[H-].[H-].[OH-].[Na+].[H][H], predict the reaction product. The product is: [CH3:1][C:2]([CH3:9])([CH2:3][OH:4])[C@@H:7]([OH:8])[CH2:5][OH:6]. (5) Given the reactants C1(C(NC(N)=N)=O)N=C(Cl)C(N)=NC=1N.CC(O[C@@H]1[C@@]2(C)O[C@](C=C)(C)CC(=O)[C@]2(O)[C@@]2(C)[C@@H](O)CCC(C)(C)[C@@H]2[C@@H]1O)=O.CC(CN1C(=O)N(C)C(=O)C2NC=NC1=2)C.[CH:61]1[C:66]([C:67]2[C:76](=[O:77])[C:75]3[C:74]([OH:78])=[CH:73][C:72]([OH:79])=[CH:71][C:70]=3[O:69][CH:68]=2)=[CH:65][CH:64]=[C:63]([OH:80])[CH:62]=1, predict the reaction product. The product is: [CH:65]1[C:66]([C:67]2[C:76](=[O:77])[C:75]3[C:74]([OH:78])=[CH:73][C:72]([OH:79])=[CH:71][C:70]=3[O:69][CH:68]=2)=[CH:61][CH:62]=[C:63]([OH:80])[CH:64]=1. (6) Given the reactants [OH:1][CH:2]1[CH2:7][CH2:6][N:5]([C:8]([O:10][C:11]([CH3:14])([CH3:13])[CH3:12])=[O:9])[CH2:4][CH2:3]1.[Br:15][C:16]1[CH:21]=[CH:20][C:19](F)=[CH:18][CH:17]=1.[H-].[Na+], predict the reaction product. The product is: [Br:15][C:16]1[CH:21]=[CH:20][C:19]([O:1][CH:2]2[CH2:3][CH2:4][N:5]([C:8]([O:10][C:11]([CH3:14])([CH3:13])[CH3:12])=[O:9])[CH2:6][CH2:7]2)=[CH:18][CH:17]=1. (7) Given the reactants [NH2:1][CH2:2][CH2:3][N:4]1[CH2:8][CH:7]([C:9]2[CH:14]=[CH:13][CH:12]=[CH:11][CH:10]=2)[C:6]([C:15]2[CH:20]=[CH:19][C:18]([Cl:21])=[CH:17][CH:16]=2)=[N:5]1.C(N(C(C)C)CC)(C)C.[F:31][C:32]([F:44])([F:43])[C:33]1[CH:34]=[C:35]([S:39](Cl)(=[O:41])=[O:40])[CH:36]=[CH:37][CH:38]=1, predict the reaction product. The product is: [Cl:21][C:18]1[CH:17]=[CH:16][C:15]([C:6]2[CH:7]([C:9]3[CH:14]=[CH:13][CH:12]=[CH:11][CH:10]=3)[CH2:8][N:4]([CH2:3][CH2:2][NH:1][S:39]([C:35]3[CH:36]=[CH:37][CH:38]=[C:33]([C:32]([F:31])([F:43])[F:44])[CH:34]=3)(=[O:41])=[O:40])[N:5]=2)=[CH:20][CH:19]=1. (8) Given the reactants [NH:1]1[CH2:6][CH2:5][CH2:4][C@H:3]([CH2:7][CH2:8][CH2:9][N:10]2[C:18](=[O:19])[C:17]3[C:12](=[CH:13][CH:14]=[CH:15][CH:16]=3)[C:11]2=[O:20])[CH2:2]1.C(N(CC)CC)C.Cl[C:29]([O:31][CH2:32][C:33]1[CH:38]=[CH:37][CH:36]=[CH:35][CH:34]=1)=[O:30].O, predict the reaction product. The product is: [O:20]=[C:11]1[C:12]2[C:17](=[CH:16][CH:15]=[CH:14][CH:13]=2)[C:18](=[O:19])[N:10]1[CH2:9][CH2:8][CH2:7][C@H:3]1[CH2:4][CH2:5][CH2:6][N:1]([C:29]([O:31][CH2:32][C:33]2[CH:38]=[CH:37][CH:36]=[CH:35][CH:34]=2)=[O:30])[CH2:2]1. (9) Given the reactants CC(O[C:6]([NH:8][C@H:9]([C:16]([OH:18])=[O:17])[C:10]1[CH:15]=[CH:14][CH:13]=[CH:12][CH:11]=1)=[O:7])(C)C.[CH:19]1(O)[CH2:24][CH2:23][CH2:22][CH2:21][CH2:20]1.C1CC[CH:29]([N:32]=C=NC2CCCCC2)[CH2:28]C1.FC(F)(F)C(O)=O.C(CC(O)=O)#N.CN(C(ON1N=NC2C=CC=NC1=2)=[N+](C)C)C.F[P-](F)(F)(F)(F)F, predict the reaction product. The product is: [CH:19]1([O:18][C:16](=[O:17])[CH:9]([NH:8][C:6](=[O:7])[CH2:28][C:29]#[N:32])[C:10]2[CH:11]=[CH:12][CH:13]=[CH:14][CH:15]=2)[CH2:24][CH2:23][CH2:22][CH2:21][CH2:20]1.